From a dataset of Full USPTO retrosynthesis dataset with 1.9M reactions from patents (1976-2016). Predict the reactants needed to synthesize the given product. (1) The reactants are: [S:1]1[CH2:5][CH2:4][C:3](=O)[CH2:2]1.[Si](OS(C(F)(F)F)(=O)=O)(C)(C)C.[Br:19][C:20]1[CH:21]=[C:22]2[C:26](=[C:27]([C:29]([O:31][CH2:32]C)=[O:30])[CH:28]=1)[NH:25][CH:24]=[CH:23]2.C([SiH](CC)CC)C.C([O-])(O)=O.[Na+]. Given the product [Br:19][C:20]1[CH:21]=[C:22]2[C:26](=[C:27]([C:29]([O:31][CH3:32])=[O:30])[CH:28]=1)[NH:25][CH:24]=[C:23]2[CH:3]1[CH2:4][CH2:5][S:1][CH2:2]1, predict the reactants needed to synthesize it. (2) Given the product [CH3:26][O:27][CH2:28][CH2:29][S:24][C:15]1[NH:14][C:13](=[O:25])[C:12]([CH3:11])=[C:17]([C:18]2[CH:23]=[CH:22][CH:21]=[CH:20][CH:19]=2)[N:16]=1, predict the reactants needed to synthesize it. The reactants are: C(N(C(C)C)C(C)C)(C)C.[CH3:11][C:12]1[C:13](=[O:25])[NH:14][C:15](=[S:24])[NH:16][C:17]=1[C:18]1[CH:23]=[CH:22][CH:21]=[CH:20][CH:19]=1.[CH3:26][O:27][CH2:28][CH2:29]Br.